From a dataset of Full USPTO retrosynthesis dataset with 1.9M reactions from patents (1976-2016). Predict the reactants needed to synthesize the given product. (1) Given the product [N:7]1([C:19]2[CH:20]=[CH:21][C:16]([C:14](=[O:15])[CH3:13])=[CH:17][CH:18]=2)[CH2:12][CH2:11][NH:10][CH2:9][CH2:8]1, predict the reactants needed to synthesize it. The reactants are: C(=O)([O-])[O-].[K+].[K+].[NH:7]1[CH2:12][CH2:11][NH:10][CH2:9][CH2:8]1.[CH3:13][C:14]([C:16]1[CH:21]=[CH:20][C:19](F)=[CH:18][CH:17]=1)=[O:15]. (2) Given the product [NH2:21][C:20]1[C:2]([NH2:1])=[N:3][C:4]([O:24][CH2:25][CH2:26][O:27][CH3:28])=[C:5]([CH:19]=1)[C:6]([NH:8][C@H:9]1[CH2:10][CH2:11][C@H:12]([C:15]([F:16])([F:17])[F:18])[CH2:13][CH2:14]1)=[O:7], predict the reactants needed to synthesize it. The reactants are: [NH2:1][C:2]1[C:20]([N+:21]([O-])=O)=[CH:19][C:5]([C:6]([NH:8][C@H:9]2[CH2:14][CH2:13][C@H:12]([C:15]([F:18])([F:17])[F:16])[CH2:11][CH2:10]2)=[O:7])=[C:4]([O:24][CH2:25][CH2:26][O:27][CH3:28])[N:3]=1. (3) Given the product [OH:1][C:2]1[C:3]([C:27]([NH:29][CH2:30][C:31]([OH:33])=[O:32])=[O:28])=[C:4]2[C:9](=[CH:10][C:11]=1[C:12]1[CH:16]=[CH:15][NH:14][CH:13]=1)[N:8]=[CH:7][CH:6]=[N:5]2, predict the reactants needed to synthesize it. The reactants are: [OH:1][C:2]1[C:3]([C:27]([NH:29][CH2:30][C:31]([OH:33])=[O:32])=[O:28])=[C:4]2[C:9](=[CH:10][C:11]=1[C:12]1[CH:16]=[CH:15][N:14]([Si](C(C)C)(C(C)C)C(C)C)[CH:13]=1)[N:8]=[CH:7][CH:6]=[N:5]2.[OH-].[Na+].